From a dataset of Peptide-MHC class II binding affinity with 134,281 pairs from IEDB. Regression. Given a peptide amino acid sequence and an MHC pseudo amino acid sequence, predict their binding affinity value. This is MHC class II binding data. (1) The peptide sequence is EGHHLASAAILGHDG. The MHC is DRB1_1302 with pseudo-sequence DRB1_1302. The binding affinity (normalized) is 0.178. (2) The peptide sequence is KILEPFRKYTAFTIP. The MHC is DRB1_1302 with pseudo-sequence DRB1_1302. The binding affinity (normalized) is 0. (3) The peptide sequence is GFKAALAAAAGVPPADKYRT. The MHC is DRB1_0405 with pseudo-sequence DRB1_0405. The binding affinity (normalized) is 0.530. (4) The peptide sequence is AFILWGDNLFPKV. The MHC is DRB1_0401 with pseudo-sequence DRB1_0401. The binding affinity (normalized) is 0.460. (5) The peptide sequence is EKKYFAPTQFEPLAA. The MHC is HLA-DQA10501-DQB10201 with pseudo-sequence HLA-DQA10501-DQB10201. The binding affinity (normalized) is 0.359. (6) The peptide sequence is SNKAFAEGLSGEPKG. The MHC is HLA-DPA10201-DPB11401 with pseudo-sequence HLA-DPA10201-DPB11401. The binding affinity (normalized) is 0.133. (7) The peptide sequence is GRSYAADAGYAPATP. The MHC is HLA-DPA10103-DPB10201 with pseudo-sequence HLA-DPA10103-DPB10201. The binding affinity (normalized) is 0.193.